From a dataset of NCI-60 drug combinations with 297,098 pairs across 59 cell lines. Regression. Given two drug SMILES strings and cell line genomic features, predict the synergy score measuring deviation from expected non-interaction effect. (1) Drug 2: CCCCC(=O)OCC(=O)C1(CC(C2=C(C1)C(=C3C(=C2O)C(=O)C4=C(C3=O)C=CC=C4OC)O)OC5CC(C(C(O5)C)O)NC(=O)C(F)(F)F)O. Cell line: HOP-92. Synergy scores: CSS=58.9, Synergy_ZIP=-2.13, Synergy_Bliss=-0.0613, Synergy_Loewe=-7.40, Synergy_HSA=0.108. Drug 1: C1=NC2=C(N=C(N=C2N1C3C(C(C(O3)CO)O)O)F)N. (2) Drug 1: CCCCCOC(=O)NC1=NC(=O)N(C=C1F)C2C(C(C(O2)C)O)O. Drug 2: CC1=C(C(=O)C2=C(C1=O)N3CC4C(C3(C2COC(=O)N)OC)N4)N. Cell line: HL-60(TB). Synergy scores: CSS=31.5, Synergy_ZIP=4.17, Synergy_Bliss=2.77, Synergy_Loewe=-60.3, Synergy_HSA=-4.51.